Dataset: CYP2C9 inhibition data for predicting drug metabolism from PubChem BioAssay. Task: Regression/Classification. Given a drug SMILES string, predict its absorption, distribution, metabolism, or excretion properties. Task type varies by dataset: regression for continuous measurements (e.g., permeability, clearance, half-life) or binary classification for categorical outcomes (e.g., BBB penetration, CYP inhibition). Dataset: cyp2c9_veith. The molecule is Cc1nn(C(=O)c2ccco2)c(C)c1Sc1ccc(Br)cc1. The result is 1 (inhibitor).